From a dataset of Forward reaction prediction with 1.9M reactions from USPTO patents (1976-2016). Predict the product of the given reaction. (1) The product is: [Cl:18][C:4]1[N:3]=[C:2]([N:19]2[CH2:23][CH2:22][CH2:21][CH2:20]2)[N:7]=[C:6]([NH:8][C:9]2[CH:10]=[C:11]3[C:15](=[CH:16][CH:17]=2)[NH:14][N:13]=[CH:12]3)[CH:5]=1. Given the reactants Cl[C:2]1[N:7]=[C:6]([NH:8][C:9]2[CH:10]=[C:11]3[C:15](=[CH:16][CH:17]=2)[NH:14][N:13]=[CH:12]3)[CH:5]=[C:4]([Cl:18])[N:3]=1.[NH:19]1[CH2:23][CH2:22][CH2:21][CH2:20]1.CCN(C(C)C)C(C)C, predict the reaction product. (2) Given the reactants Br[C:2]1[CH:3]=[CH:4][C:5]([N+:8]([O-:10])=[O:9])=[N:6][CH:7]=1.BrC1C=CC([O:18][C:19]2[CH:24]=[CH:23][C:22]([CH2:25][CH2:26][CH3:27])=[CH:21][C:20]=2[O:28][CH3:29])=NC=1, predict the reaction product. The product is: [CH3:29][O:28][C:20]1[CH:21]=[C:22]([CH2:25][CH2:26][CH3:27])[CH:23]=[CH:24][C:19]=1[O:18][C:2]1[CH:3]=[CH:4][C:5]([N+:8]([O-:10])=[O:9])=[N:6][CH:7]=1. (3) Given the reactants [CH:1](N(CC)C(C)C)(C)C.Cl.Cl.N1[CH2:17][CH2:16][C:15]2([C:25]3[C:20](=[N:21][CH:22]=[CH:23][CH:24]=3)[C:19](=[O:26])[O:18]2)[CH2:14][CH2:13]1.Cl.[CH3:28][N:29]([CH2:33][CH2:34][N:35]1[CH2:40][CH2:39][CH2:38][CH2:37][CH2:36]1)[C:30](Cl)=[O:31], predict the reaction product. The product is: [CH3:28][N:29]([CH2:33][CH2:34][N:35]1[CH2:40][CH2:39][CH2:38][CH2:37][CH2:36]1)[C:30]([CH:1]1[CH2:17][CH2:16][C:15]2([C:25]3[C:20](=[N:21][CH:22]=[CH:23][CH:24]=3)[C:19](=[O:26])[O:18]2)[CH2:14][CH2:13]1)=[O:31]. (4) Given the reactants [CH3:1][C:2]1[CH:7]=[CH:6][C:5]([CH3:8])=[CH:4][C:3]=1B(O)O.Cl[C:13]1[N:18]=[C:17]([NH2:19])[N:16]=[C:15]([NH:20][CH:21]2[CH2:23][CH2:22]2)[CH:14]=1, predict the reaction product. The product is: [CH:21]1([NH:20][C:15]2[CH:14]=[C:13]([C:3]3[CH:4]=[C:5]([CH3:8])[CH:6]=[CH:7][C:2]=3[CH3:1])[N:18]=[C:17]([NH2:19])[N:16]=2)[CH2:23][CH2:22]1. (5) Given the reactants C[O:2][C:3](=[O:36])[C:4]1[C:9]([NH:10][C:11](=[O:13])[CH3:12])=[CH:8][CH:7]=[C:6]([N:14]2[C:18]([CH3:19])=[CH:17][CH:16]=[C:15]2[C:20]2[CH:25]=[C:24]([CH3:26])[CH:23]=[CH:22][C:21]=2[O:27][CH2:28][C:29]2[CH:34]=[CH:33][C:32]([F:35])=[CH:31][CH:30]=2)[CH:5]=1, predict the reaction product. The product is: [CH3:26][C:24]1[CH:23]=[CH:22][C:21]([O:27][CH2:28][C:29]2[CH:30]=[CH:31][C:32]([F:35])=[CH:33][CH:34]=2)=[C:20]([C:15]2[N:14]([C:6]3[CH:5]=[C:4]([C:9]([NH:10][C:11](=[O:13])[CH3:12])=[CH:8][CH:7]=3)[C:3]([OH:36])=[O:2])[C:18]([CH3:19])=[CH:17][CH:16]=2)[CH:25]=1. (6) Given the reactants [CH2:1]([O:8][C:9]([NH:11][C@H:12]1[CH2:16][CH2:15][N:14]([C@H:17]2[CH2:26][CH2:25][C:20]3(OCC[O:21]3)[CH2:19][C@H:18]2[C:27]([O:29][CH2:30][CH3:31])=[O:28])[C:13]1=[O:32])=[O:10])[C:2]1[CH:7]=[CH:6][CH:5]=[CH:4][CH:3]=1.Cl, predict the reaction product. The product is: [CH2:1]([O:8][C:9]([NH:11][C@H:12]1[CH2:16][CH2:15][N:14]([C@H:17]2[CH2:26][CH2:25][C:20](=[O:21])[CH2:19][C@H:18]2[C:27]([O:29][CH2:30][CH3:31])=[O:28])[C:13]1=[O:32])=[O:10])[C:2]1[CH:7]=[CH:6][CH:5]=[CH:4][CH:3]=1. (7) Given the reactants Cl.[OH:2][C:3]1[C:12]2[C:7](=[CH:8][CH:9]=[CH:10][CH:11]=2)[C@:6]([CH2:22][CH2:23][CH:24]([CH3:26])[CH3:25])([C:13]([O:15][CH2:16][C@H:17]2[CH2:21][CH2:20][CH2:19][NH:18]2)=[O:14])[C:5](=[O:27])[C:4]=1[C:28]1[NH:33][C:32]2[CH:34]=[CH:35][C:36]([NH:38][S:39]([CH3:42])(=[O:41])=[O:40])=[CH:37][C:31]=2[S:30](=[O:44])(=[O:43])[N:29]=1.[CH3:45][O:46][C:47](Cl)=[O:48].C(N(CC)CC)C, predict the reaction product. The product is: [OH:2][C:3]1[C:12]2[C:7](=[CH:8][CH:9]=[CH:10][CH:11]=2)[C@@:6]([C:13]([O:15][CH2:16][C@H:17]2[CH2:21][CH2:20][CH2:19][N:18]2[C:47]([O:46][CH3:45])=[O:48])=[O:14])([CH2:22][CH2:23][CH:24]([CH3:26])[CH3:25])[C:5](=[O:27])[C:4]=1[C:28]1[NH:33][C:32]2[CH:34]=[CH:35][C:36]([NH:38][S:39]([CH3:42])(=[O:41])=[O:40])=[CH:37][C:31]=2[S:30](=[O:44])(=[O:43])[N:29]=1. (8) Given the reactants I[C:2]1[CH:10]=[C:9]([O:11][C:12]2[CH:17]=[CH:16][CH:15]=[CH:14][CH:13]=2)[CH:8]=[CH:7][C:3]=1[C:4]([OH:6])=[O:5].[CH:18]1([NH2:24])[CH2:23][CH2:22][CH2:21][CH2:20][CH2:19]1.CN1CCOCC1.C(O)(=O)CC(CC(O)=O)(C(O)=O)O, predict the reaction product. The product is: [CH:18]1([NH:24][C:2]2[CH:10]=[C:9]([O:11][C:12]3[CH:17]=[CH:16][CH:15]=[CH:14][CH:13]=3)[CH:8]=[CH:7][C:3]=2[C:4]([OH:6])=[O:5])[CH2:23][CH2:22][CH2:21][CH2:20][CH2:19]1. (9) Given the reactants [Cl:1][C:2]1[N:3]=[C:4](Cl)[C:5]2[S:10][C:9]3[N:11]=[C:12]([C:16]4[CH:21]=[CH:20][C:19]([O:22][CH3:23])=[C:18]([O:24][CH3:25])[CH:17]=4)[CH:13]=[C:14]([CH3:15])[C:8]=3[C:6]=2[N:7]=1.C[O-].[Na+].[CH2:30]([OH:32])[CH3:31], predict the reaction product. The product is: [Cl:1][C:2]1[N:3]=[C:4]([O:32][CH2:30][CH3:31])[C:5]2[S:10][C:9]3[N:11]=[C:12]([C:16]4[CH:21]=[CH:20][C:19]([O:22][CH3:23])=[C:18]([O:24][CH3:25])[CH:17]=4)[CH:13]=[C:14]([CH3:15])[C:8]=3[C:6]=2[N:7]=1.